This data is from Reaction yield outcomes from USPTO patents with 853,638 reactions. The task is: Predict the reaction yield, written as a fraction of the theoretical maximum amount of product (1.0 means a 100% yield; for example, 0.34 means a 34% yield). (1) The reactants are C([O:3][C:4]([C:6]1[CH:10]=[C:9]([CH3:11])[O:8][C:7]=1[C:12]([F:15])([F:14])[F:13])=O)C.CC(C[AlH]CC(C)C)C. The catalyst is CCOCC. The product is [CH3:11][C:9]1[O:8][C:7]([C:12]([F:15])([F:13])[F:14])=[C:6]([CH2:4][OH:3])[CH:10]=1. The yield is 0.580. (2) The reactants are [F:1][C:2]([F:22])([F:21])[C:3]1[CH:4]=[C:5]([CH:18]=[CH:19][CH:20]=1)[O:6][C:7]1[CH:12]=[CH:11][C:10]([CH2:13][CH2:14][C:15](=[NH:17])[NH2:16])=[CH:9][CH:8]=1.[OH:23][CH:24]=[C:25]([CH2:30][C:31]1[CH:32]=[N:33][C:34]([O:37][CH3:38])=[N:35][CH:36]=1)[C:26](OC)=O.C([O-])(=O)C.[K+]. The catalyst is C1(C)C=CC=CC=1. The product is [CH3:38][O:37][C:34]1[N:33]=[CH:32][C:31]([CH2:30][C:25]2[C:24](=[O:23])[N:17]=[C:15]([CH2:14][CH2:13][C:10]3[CH:9]=[CH:8][C:7]([O:6][C:5]4[CH:18]=[CH:19][CH:20]=[C:3]([C:2]([F:21])([F:22])[F:1])[CH:4]=4)=[CH:12][CH:11]=3)[NH:16][CH:26]=2)=[CH:36][N:35]=1. The yield is 0.611. (3) The reactants are Cl[C:2]1[CH:3]=[CH:4][C:5]2[N:6]([C:8]([C:11]([F:14])([F:13])[F:12])=[N:9][N:10]=2)[N:7]=1.[C@@H:15]12[N:22]([C:23]([O:25][C:26]([CH3:29])([CH3:28])[CH3:27])=[O:24])[C@@H:19]([CH2:20][CH2:21]1)[CH2:18][NH:17][CH2:16]2.CCN(C(C)C)C(C)C. The catalyst is C(O)C. The product is [F:12][C:11]([F:14])([F:13])[C:8]1[N:6]2[N:7]=[C:2]([N:17]3[CH2:16][C@H:15]4[N:22]([C:23]([O:25][C:26]([CH3:29])([CH3:28])[CH3:27])=[O:24])[C@H:19]([CH2:20][CH2:21]4)[CH2:18]3)[CH:3]=[CH:4][C:5]2=[N:10][N:9]=1. The yield is 0.690. (4) The reactants are [CH3:1][S:2](Cl)(=[O:4])=[O:3].[OH-].[Na+].[NH2:8][C@H:9]([C:14]([OH:16])=[O:15])[C:10]([CH3:13])([CH3:12])[CH3:11].Cl. The catalyst is C1COCC1.O. The product is [CH3:1][S:2]([NH:8][C@@H:9]([C:10]([CH3:13])([CH3:12])[CH3:11])[C:14]([OH:16])=[O:15])(=[O:4])=[O:3]. The yield is 0.300. (5) The reactants are [Cl:1][C:2]1[CH:10]=[CH:9][CH:8]=[C:7]2[C:3]=1[C:4]1[C:14](=O)[NH:13][C:12]([NH:16][C:17](=[O:22])[C:18]([CH3:21])([CH3:20])[CH3:19])=[N:11][C:5]=1[NH:6]2.O=P(Cl)(Cl)[Cl:25].C(Cl)(Cl)Cl.CO. The catalyst is C(Cl)(Cl)Cl.CO. The product is [Cl:25][C:14]1[C:4]2[C:3]3[C:7](=[CH:8][CH:9]=[CH:10][C:2]=3[Cl:1])[NH:6][C:5]=2[N:11]=[C:12]([NH:16][C:17](=[O:22])[C:18]([CH3:21])([CH3:20])[CH3:19])[N:13]=1. The yield is 0.700. (6) The reactants are [CH3:1][C:2]1[N:7]=[C:6]([SH:8])[N:5]=[C:4]([OH:9])[CH:3]=1.C(N(CC)CC)C.[Br-].Br[CH2:19][C:20]1[CH:25]=[CH:24][NH+:23]=[CH:22][CH:21]=1. The catalyst is C(O)C.O. The product is [CH3:1][C:2]1[N:7]=[C:6]([S:8][CH2:19][C:20]2[CH:25]=[CH:24][N:23]=[CH:22][CH:21]=2)[N:5]=[C:4]([OH:9])[CH:3]=1. The yield is 0.260. (7) The product is [C:16]1(=[O:17])[C:6]2[C:1](=[CH:2][CH:3]=[CH:4][CH:5]=2)[CH2:14][CH2:13]1. The yield is 0.990. The reactants are [C:1]1(O)[CH:6]=[CH:5][CH:4]=[CH:3][CH:2]=1.C(N([CH2:13][CH3:14])CC)C.Cl[C:16](OC)=[O:17]. The catalyst is CN(C1C=CN=CC=1)C.C(Cl)Cl.